From a dataset of Peptide-MHC class I binding affinity with 185,985 pairs from IEDB/IMGT. Regression. Given a peptide amino acid sequence and an MHC pseudo amino acid sequence, predict their binding affinity value. This is MHC class I binding data. (1) The peptide sequence is KDCVMYASAL. The MHC is HLA-B44:03 with pseudo-sequence HLA-B44:03. The binding affinity (normalized) is 0.133. (2) The peptide sequence is IFIRTIYYH. The MHC is HLA-A03:01 with pseudo-sequence HLA-A03:01. The binding affinity (normalized) is 0.0847. (3) The peptide sequence is PELELNVDAM. The MHC is HLA-B45:01 with pseudo-sequence HLA-B45:01. The binding affinity (normalized) is 0.